This data is from Forward reaction prediction with 1.9M reactions from USPTO patents (1976-2016). The task is: Predict the product of the given reaction. (1) Given the reactants [Cl:1][C:2]1[CH:27]=[CH:26][C:5]([O:6][CH2:7][C:8]([N:10]2[CH2:15][C@H:14]([CH3:16])[N:13]([CH2:17][C:18]3[CH:23]=[CH:22][C:21]([F:24])=[CH:20][CH:19]=3)[CH2:12][C@H:11]2[CH3:25])=[O:9])=[C:4]([OH:28])[CH:3]=1.C1(P(C2C=CC=CC=2)C2C=CC=CC=2)C=CC=CC=1.[CH2:48]([O:50][C:51](=[O:55])[C@@H:52](O)[CH3:53])[CH3:49].C(OC(N=NC(OCC)=O)=O)C, predict the reaction product. The product is: [CH2:48]([O:50][C:51](=[O:55])[CH:52]([O:28][C:4]1[CH:3]=[C:2]([Cl:1])[CH:27]=[CH:26][C:5]=1[O:6][CH2:7][C:8]([N:10]1[CH2:15][C@H:14]([CH3:16])[N:13]([CH2:17][C:18]2[CH:23]=[CH:22][C:21]([F:24])=[CH:20][CH:19]=2)[CH2:12][C@H:11]1[CH3:25])=[O:9])[CH3:53])[CH3:49]. (2) Given the reactants [F:1][CH:2]([F:29])[O:3][C:4]1[CH:5]=[C:6]([C:11]2[O:12][CH:13]=[C:14]([CH2:16][CH2:17][C:18]([C:20]3[CH:25]=[CH:24][CH:23]=[CH:22][C:21]=3[O:26][CH2:27][CH3:28])=[O:19])[N:15]=2)[CH:7]=[CH:8][C:9]=1[OH:10].[CH2:30](Br)[CH:31]=[CH2:32], predict the reaction product. The product is: [CH2:32]([O:10][C:9]1[CH:8]=[CH:7][C:6]([C:11]2[O:12][CH:13]=[C:14]([CH2:16][CH2:17][C:18]([C:20]3[CH:25]=[CH:24][CH:23]=[CH:22][C:21]=3[O:26][CH2:27][CH3:28])=[O:19])[N:15]=2)=[CH:5][C:4]=1[O:3][CH:2]([F:1])[F:29])[CH:31]=[CH2:30]. (3) Given the reactants [CH3:1][NH:2][CH3:3].[Cl:4][C:5]1[CH:10]=[CH:9][CH:8]=[CH:7][C:6]=1[C@H:11]([N:21]([C:47]1[CH:52]=[CH:51][CH:50]=[C:49]([F:53])[CH:48]=1)[C:22]([C@@H:24]1[CH2:28][C@@H:27]([O:29][CH2:30][CH2:31]OS(C2C=CC(C)=CC=2)(=O)=O)[CH2:26][N:25]1[C:43]([O:45][CH3:46])=[O:44])=[O:23])[C:12]([NH:14][CH:15]1[CH2:18][C:17]([F:20])([F:19])[CH2:16]1)=[O:13], predict the reaction product. The product is: [Cl:4][C:5]1[CH:10]=[CH:9][CH:8]=[CH:7][C:6]=1[C@H:11]([N:21]([C:47]1[CH:52]=[CH:51][CH:50]=[C:49]([F:53])[CH:48]=1)[C:22]([C@@H:24]1[CH2:28][C@@H:27]([O:29][CH2:30][CH2:31][N:2]([CH3:3])[CH3:1])[CH2:26][N:25]1[C:43]([O:45][CH3:46])=[O:44])=[O:23])[C:12]([NH:14][CH:15]1[CH2:16][C:17]([F:20])([F:19])[CH2:18]1)=[O:13]. (4) The product is: [OH:1][CH:2]1[C:10]2[C:5](=[CH:6][C:7]([C:11]3[CH:12]=[CH:13][C:14]([C:15]#[N:16])=[CH:17][CH:18]=3)=[CH:8][CH:9]=2)[CH2:4][CH2:3]1. Given the reactants [O:1]=[C:2]1[C:10]2[C:5](=[CH:6][C:7]([C:11]3[CH:18]=[CH:17][C:14]([C:15]#[N:16])=[CH:13][CH:12]=3)=[CH:8][CH:9]=2)[CH2:4][CH2:3]1.[BH4-].[Na+], predict the reaction product. (5) Given the reactants [Br:1][C:2]1[CH:8]=[C:7]([F:9])[CH:6]=[CH:5][C:3]=1[NH2:4].C(N(CC)CC)C.[C:17](Cl)(=[O:19])[CH3:18], predict the reaction product. The product is: [Br:1][C:2]1[CH:8]=[C:7]([F:9])[CH:6]=[CH:5][C:3]=1[NH:4][C:17](=[O:19])[CH3:18]. (6) Given the reactants [O:1]([C:8]1[CH:13]=[CH:12][CH:11]=[CH:10][C:9]=1[NH:14][S:15]([C:18]1[CH:26]=[CH:25][C:21]([C:22](O)=[O:23])=[CH:20][CH:19]=1)(=[O:17])=[O:16])[C:2]1[CH:7]=[CH:6][CH:5]=[CH:4][CH:3]=1.C(O)(=O)C.[C:31]([O:35][C:36]([N:38]1[CH2:43][CH2:42][N:41]([C:44](=[O:51])[CH2:45][NH:46][C:47](=[O:50])[CH2:48][NH2:49])[CH2:40][CH2:39]1)=[O:37])([CH3:34])([CH3:33])[CH3:32], predict the reaction product. The product is: [C:31]([O:35][C:36]([N:38]1[CH2:43][CH2:42][N:41]([C:44](=[O:51])[CH2:45][NH:46][C:47](=[O:50])[CH2:48][NH:49][C:22](=[O:23])[C:21]2[CH:20]=[CH:19][C:18]([S:15](=[O:16])(=[O:17])[NH:14][C:9]3[CH:10]=[CH:11][CH:12]=[CH:13][C:8]=3[O:1][C:2]3[CH:7]=[CH:6][CH:5]=[CH:4][CH:3]=3)=[CH:26][CH:25]=2)[CH2:40][CH2:39]1)=[O:37])([CH3:34])([CH3:32])[CH3:33]. (7) Given the reactants [Br:1][C:2]1[C:3](O)=[N:4][CH:5]=[C:6]([C:8]([F:11])([F:10])[F:9])[CH:7]=1.O(Cl)[Cl:14].[P+3], predict the reaction product. The product is: [Br:1][C:2]1[C:3]([Cl:14])=[N:4][CH:5]=[C:6]([C:8]([F:11])([F:10])[F:9])[CH:7]=1.